This data is from Reaction yield outcomes from USPTO patents with 853,638 reactions. The task is: Predict the reaction yield, written as a fraction of the theoretical maximum amount of product (1.0 means a 100% yield; for example, 0.34 means a 34% yield). (1) The reactants are [N+:1]([CH:4]=[C:5]1[NH:9][CH2:8][CH2:7][S:6]1)([O-:3])=[O:2].ClC1C=C(Cl)C=C(Cl)C=1[O:19][C:20](=O)[CH:21]([CH3:34])[C:22](OC1C(Cl)=CC(Cl)=CC=1Cl)=[O:23].C(OC(=O)C)C. The catalyst is C1(C)C(C)=CC=CC=1. The product is [OH:23][C:22]1[C:4]([N+:1]([O-:3])=[O:2])=[C:5]2[S:6][CH2:7][CH2:8][N:9]2[C:20](=[O:19])[C:21]=1[CH3:34]. The yield is 0.460. (2) The reactants are [N+:1]([O-:4])([O-])=[O:2].[K+].[CH2:6]1[CH2:17][C:16]2[C:11](=[CH:12][CH:13]=[CH:14][CH:15]=2)[C:9](=[O:10])[CH2:8][CH2:7]1. The catalyst is OS(O)(=O)=O. The product is [N+:1]([C:13]1[CH:14]=[CH:15][C:16]2[CH2:17][CH2:6][CH2:7][CH2:8][C:9](=[O:10])[C:11]=2[CH:12]=1)([O-:4])=[O:2]. The yield is 0.720. (3) The catalyst is CO. The reactants are [Cl:1][C:2]1[CH:3]=[C:4]2[C:9](=[CH:10][C:11]=1[O:12][C:13]1[CH:18]=[CH:17][C:16]([C:19](=[O:32])[NH:20][CH2:21][CH:22]([C:24]3[CH:29]=[CH:28][C:27]([Cl:30])=[CH:26][C:25]=3Cl)[F:23])=[CH:15][CH:14]=1)[O:8][CH2:7][CH2:6][CH:5]2[C:33]([OH:35])=[O:34].C[O-].[Na+:38]. The product is [Cl:1][C:2]1[CH:3]=[C:4]2[C:9](=[CH:10][C:11]=1[O:12][C:13]1[CH:18]=[CH:17][C:16]([C:19](=[O:32])[NH:20][CH2:21][CH:22]([C:24]3[CH:25]=[CH:26][C:27]([Cl:30])=[CH:28][CH:29]=3)[F:23])=[CH:15][CH:14]=1)[O:8][CH2:7][CH2:6][CH:5]2[C:33]([O-:35])=[O:34].[Na+:38]. The yield is 0.961. (4) The reactants are [C:1]([O:5][C:6]([N:8]1[C:16]2[C:11](=[CH:12][C:13]([C:17](O)=O)=[CH:14][CH:15]=2)[CH:10]=[C:9]1[C:20]1[C:25]([F:26])=[CH:24][CH:23]=[CH:22][C:21]=1[Cl:27])=[O:7])([CH3:4])([CH3:3])[CH3:2].C(C1NC=CN=1)(C1NC=CN=1)=O.[CH3:40][NH:41][NH:42][C:43]([C:45]1[CH:46]=[N:47][CH:48]=[N:49][CH:50]=1)=[NH:44]. The catalyst is C1COCC1. The product is [Cl:27][C:21]1[CH:22]=[CH:23][CH:24]=[C:25]([F:26])[C:20]=1[C:9]1[N:8]([C:6]([O:5][C:1]([CH3:3])([CH3:4])[CH3:2])=[O:7])[C:16]2[C:11]([CH:10]=1)=[CH:12][C:13]([C:17]1[N:41]([CH3:40])[N:42]=[C:43]([C:45]3[CH:50]=[N:49][CH:48]=[N:47][CH:46]=3)[N:44]=1)=[CH:14][CH:15]=2. The yield is 0.270. (5) The reactants are [O:1]1[CH:6]=[CH:5][CH2:4][CH2:3][CH2:2]1.[Br:7][CH2:8][CH2:9][CH2:10][CH2:11][OH:12]. The catalyst is O.C1(C)C=CC(S(O)(=O)=O)=CC=1.ClCCl. The product is [Br:7][CH2:8][CH2:9][CH2:10][CH2:11][O:12][CH:6]1[CH2:5][CH2:4][CH2:3][CH2:2][O:1]1. The yield is 0.920. (6) The reactants are CO[C:3](=[O:24])[C:4]1[CH:9]=[CH:8][C:7]([O:10][CH2:11][C:12]2[C:13]([C:18]3[CH:23]=[CH:22][CH:21]=[CH:20][CH:19]=3)=[N:14][O:15][C:16]=2[CH3:17])=[N:6][CH:5]=1.[NH:25]1[CH2:29][CH2:28][CH:27]([OH:30])[CH2:26]1. No catalyst specified. The product is [OH:30][CH:27]1[CH2:28][CH2:29][N:25]([C:3]([C:4]2[CH:5]=[N:6][C:7]([O:10][CH2:11][C:12]3[C:13]([C:18]4[CH:19]=[CH:20][CH:21]=[CH:22][CH:23]=4)=[N:14][O:15][C:16]=3[CH3:17])=[CH:8][CH:9]=2)=[O:24])[CH2:26]1. The yield is 0.870. (7) The reactants are [CH3:1][O:2][C:3]([C:5]1[S:6][C:7]([C:11]2[CH:16]=[CH:15][CH:14]=[CH:13][CH:12]=2)=[CH:8][C:9]=1[NH2:10])=[O:4].[OH-].[K+].C(Cl)(Cl)=[O:20]. The catalyst is O. The product is [C:11]1([C:7]2[S:6][C:5]3[C:3](=[O:4])[O:2][C:1](=[O:20])[NH:10][C:9]=3[CH:8]=2)[CH:16]=[CH:15][CH:14]=[CH:13][CH:12]=1. The yield is 0.650. (8) The reactants are [C:1]([O:5][C:6]([NH:8][C@H:9]([C:13]1[CH:18]=[C:17](B(O)O)[CH:16]=[CH:15][N:14]=1)[CH2:10][CH:11]=[CH2:12])=[O:7])([CH3:4])([CH3:3])[CH3:2].FC(F)(F)C([O-])=O.Br[C:30]1[CH:35]=[CH:34][N:33]=[CH:32][C:31]=1[NH2:36].C([O-])([O-])=O.[Na+].[Na+]. The catalyst is O1CCOCC1.C1C=CC([P]([Pd]([P](C2C=CC=CC=2)(C2C=CC=CC=2)C2C=CC=CC=2)([P](C2C=CC=CC=2)(C2C=CC=CC=2)C2C=CC=CC=2)[P](C2C=CC=CC=2)(C2C=CC=CC=2)C2C=CC=CC=2)(C2C=CC=CC=2)C2C=CC=CC=2)=CC=1. The product is [C:1]([O:5][C:6](=[O:7])[NH:8][C@H:9]([C:13]1[CH:18]=[C:17]([C:30]2[CH:35]=[CH:34][N:33]=[CH:32][C:31]=2[NH2:36])[CH:16]=[CH:15][N:14]=1)[CH2:10][CH:11]=[CH2:12])([CH3:4])([CH3:3])[CH3:2]. The yield is 0.880. (9) The catalyst is C1COCC1. The yield is 0.770. The product is [CH2:1]([C@@H:3]1[CH2:4][NH:5][C@@H:6]([CH3:19])[CH2:7][N:8]1[CH2:9][C:10]1[CH:11]=[CH:12][C:13]([O:16][CH3:17])=[CH:14][CH:15]=1)[CH3:2]. The reactants are [CH2:1]([C@H:3]1[N:8]([CH2:9][C:10]2[CH:15]=[CH:14][C:13]([O:16][CH3:17])=[CH:12][CH:11]=2)[C:7](=O)[C@H:6]([CH3:19])[NH:5][C:4]1=O)[CH3:2].[H-].[Al+3].[Li+].[H-].[H-].[H-].O.[OH-].[K+]. (10) The catalyst is CCCCCC. The product is [CH2:32]([NH:29][C:30](=[O:31])[NH:18][C:19]1[C:20]([Cl:28])=[C:21]([CH:25]=[CH:26][CH:27]=1)[C:22]([OH:24])=[O:23])[CH2:33][CH2:34][CH3:35]. The reactants are C(NC(C)C)(C)C.O1CCCC1.C([Li])CCC.[NH2:18][C:19]1[C:20]([Cl:28])=[C:21]([CH:25]=[CH:26][CH:27]=1)[C:22]([OH:24])=[O:23].[N:29]([CH2:32][CH2:33][CH2:34][CH3:35])=[C:30]=[O:31]. The yield is 0.0900.